Dataset: Reaction yield outcomes from USPTO patents with 853,638 reactions. Task: Predict the reaction yield, written as a fraction of the theoretical maximum amount of product (1.0 means a 100% yield; for example, 0.34 means a 34% yield). (1) The reactants are Br[C:2]1[S:6][C:5]([NH:7][C:8]([NH:10][C:11]2[C:16]([Cl:17])=[CH:15][CH:14]=[CH:13][C:12]=2[Cl:18])=[O:9])=[C:4]([C:19]([O:21][C:22]([CH3:25])([CH3:24])[CH3:23])=[O:20])[CH:3]=1.[CH3:26][O:27][C:28]1[CH:33]=[CH:32][C:31](B(O)O)=[CH:30][CH:29]=1.C([O-])([O-])=O.[Na+].[Na+]. The catalyst is COCCOC.Cl[Pd](Cl)([P](C1C=CC=CC=1)(C1C=CC=CC=1)C1C=CC=CC=1)[P](C1C=CC=CC=1)(C1C=CC=CC=1)C1C=CC=CC=1. The product is [Cl:18][C:12]1[CH:13]=[CH:14][CH:15]=[C:16]([Cl:17])[C:11]=1[NH:10][C:8]([NH:7][C:5]1[S:6][C:2]([C:31]2[CH:32]=[CH:33][C:28]([O:27][CH3:26])=[CH:29][CH:30]=2)=[CH:3][C:4]=1[C:19]([O:21][C:22]([CH3:25])([CH3:24])[CH3:23])=[O:20])=[O:9]. The yield is 0.660. (2) The reactants are Br[C:2]1[CH:3]=[C:4]2[C:8](=[C:9]([Cl:11])[CH:10]=1)[C:7](=[O:12])[N:6]([CH2:13][CH:14]1[CH2:16][CH2:15]1)[CH2:5]2.[CH3:17][N:18](C=O)C. The catalyst is [C-]#N.[C-]#N.[Zn+2].C1C=CC([P]([Pd]([P](C2C=CC=CC=2)(C2C=CC=CC=2)C2C=CC=CC=2)([P](C2C=CC=CC=2)(C2C=CC=CC=2)C2C=CC=CC=2)[P](C2C=CC=CC=2)(C2C=CC=CC=2)C2C=CC=CC=2)(C2C=CC=CC=2)C2C=CC=CC=2)=CC=1. The product is [Cl:11][C:9]1[CH:10]=[C:2]([C:17]#[N:18])[CH:3]=[C:4]2[C:8]=1[C:7](=[O:12])[N:6]([CH2:13][CH:14]1[CH2:16][CH2:15]1)[CH2:5]2. The yield is 0.820. (3) The reactants are Cl[C:2]1[N:3]=[N:4][C:5](Cl)=[CH:6][CH:7]=1.[Na+].[F:10][C:11]([F:22])([F:21])[C:12]1[CH:13]=[C:14]([S:18]([O-:20])=[O:19])[CH:15]=[CH:16][CH:17]=1.C([OH:26])(C)C. The catalyst is O. The product is [F:22][C:11]([F:10])([F:21])[C:12]1[CH:13]=[C:14]([S:18]([C:2]2[CH:7]=[CH:6][C:5](=[O:26])[NH:4][N:3]=2)(=[O:20])=[O:19])[CH:15]=[CH:16][CH:17]=1. The yield is 0.250. (4) The reactants are C(C1C=C(NC(=O)CCCC2C=CC([B:25]([OH:27])[OH:26])=CC=2)C=CC=1S(CC)(=O)=O)#N.Br[C:30]1[CH:35]=[CH:34][C:33]([CH2:36][CH2:37][O:38][C:39](=[O:63])[NH:40][C:41]2[CH:46]=[CH:45][C:44]([S:47]([CH:50]([CH3:52])[CH3:51])(=[O:49])=[O:48])=[C:43]([CH2:53][N:54]([C:56]([O:58][C:59]([CH3:62])([CH3:61])[CH3:60])=[O:57])[CH3:55])[CH:42]=2)=[C:32]([CH2:64][CH3:65])[CH:31]=1. No catalyst specified. The product is [C:59]([O:58][C:56]([N:54]([CH2:53][C:43]1[CH:42]=[C:41]([NH:40][C:39]([O:38][CH2:37][CH2:36][C:33]2[CH:34]=[CH:35][C:30]([B:25]([OH:27])[OH:26])=[CH:31][C:32]=2[CH2:64][CH3:65])=[O:63])[CH:46]=[CH:45][C:44]=1[S:47]([CH:50]([CH3:52])[CH3:51])(=[O:49])=[O:48])[CH3:55])=[O:57])([CH3:62])([CH3:61])[CH3:60]. The yield is 0.590. (5) The product is [C:32]([OH:38])(=[O:33])/[CH:34]=[CH:2]/[C:1]([OH:5])=[O:39].[NH:28]1[C:29]2[C:25](=[CH:24][C:23]([C:20]3[N:19]=[N:18][C:17]([N:11]4[CH2:12][CH:13]5[NH:8][CH:9]([CH2:16][CH2:15][CH2:14]5)[CH2:10]4)=[CH:22][CH:21]=3)=[CH:31][CH:30]=2)[CH:26]=[CH:27]1. The yield is 0.0100. The catalyst is ClCCl. The reactants are [C:1]([O:5]C([N:8]1[CH:13]2[CH2:14][CH2:15][CH2:16][CH:9]1[CH2:10][N:11]([C:17]1[N:18]=[N:19][C:20]([C:23]3[CH:24]=[C:25]4[C:29](=[CH:30][CH:31]=3)[NH:28][CH:27]=[CH:26]4)=[CH:21][CH:22]=1)[CH2:12]2)=O)(C)(C)[CH3:2].[C:32]([OH:38])([C:34](F)(F)F)=[O:33].[OH-:39].[Na+]. (6) The reactants are [O:1]=[S:2]1(=[O:26])[CH2:7][CH:6]=[C:5]([C:8]2[CH:13]=[C:12]([F:14])[C:11]([C:15]3[N:20]=[C:19]([C:21]([OH:23])=[O:22])[CH:18]=[CH:17][C:16]=3[F:24])=[C:10]([F:25])[CH:9]=2)[CH2:4][CH2:3]1. The catalyst is CCO.[Pd]. The product is [O:26]=[S:2]1(=[O:1])[CH2:3][CH2:4][CH:5]([C:8]2[CH:9]=[C:10]([F:25])[C:11]([C:15]3[N:20]=[C:19]([C:21]([OH:23])=[O:22])[CH:18]=[CH:17][C:16]=3[F:24])=[C:12]([F:14])[CH:13]=2)[CH2:6][CH2:7]1. The yield is 1.00. (7) The reactants are CO[C:3](=[O:26])[C:4]1[CH:9]=[CH:8][C:7]([O:10][CH2:11][C:12]2[C:13]([C:18]3[CH:23]=[CH:22][C:21]([F:24])=[CH:20][C:19]=3[F:25])=[N:14][O:15][C:16]=2[CH3:17])=[N:6][CH:5]=1.[NH2:27][CH:28]1[CH2:33][CH2:32][O:31][CH2:30][CH2:29]1. No catalyst specified. The product is [F:25][C:19]1[CH:20]=[C:21]([F:24])[CH:22]=[CH:23][C:18]=1[C:13]1[C:12]([CH2:11][O:10][C:7]2[CH:8]=[CH:9][C:4]([C:3]([NH:27][CH:28]3[CH2:33][CH2:32][O:31][CH2:30][CH2:29]3)=[O:26])=[CH:5][N:6]=2)=[C:16]([CH3:17])[O:15][N:14]=1. The yield is 0.920. (8) The reactants are [Cl:1][C:2]1[N:11]=[C:10](Cl)[C:9]2[C:4](=[CH:5][C:6]([O:15][CH3:16])=[C:7]([O:13][CH3:14])[CH:8]=2)[N:3]=1.C1(C)C=CC=CC=1.C(=O)([O-])[O-].[Na+].[Na+].[NH2:30][C:31]1[CH:32]=[C:33](B(O)O)[CH:34]=[CH:35][CH:36]=1. The catalyst is C1C=CC([P]([Pd]([P](C2C=CC=CC=2)(C2C=CC=CC=2)C2C=CC=CC=2)([P](C2C=CC=CC=2)(C2C=CC=CC=2)C2C=CC=CC=2)[P](C2C=CC=CC=2)(C2C=CC=CC=2)C2C=CC=CC=2)(C2C=CC=CC=2)C2C=CC=CC=2)=CC=1.O1CCCC1. The product is [Cl:1][C:2]1[N:11]=[C:10]([C:35]2[CH:36]=[C:31]([NH2:30])[CH:32]=[CH:33][CH:34]=2)[C:9]2[C:4](=[CH:5][C:6]([O:15][CH3:16])=[C:7]([O:13][CH3:14])[CH:8]=2)[N:3]=1. The yield is 0.925. (9) The yield is 0.670. The reactants are [NH2:1][C:2]1[CH:7]=[CH:6][C:5]([Cl:8])=[CH:4][C:3]=1[C:9]([C:11]1[CH:16]=[CH:15][CH:14]=[CH:13][CH:12]=1)=O.O=[C:18]([CH3:31])[CH2:19][C:20]([O:22][C@@H:23]([C:25]1[CH:30]=[CH:29][CH:28]=[CH:27][CH:26]=1)[CH3:24])=[O:21].[O-]S(C(F)(F)F)(=O)=O.[Yb+3].[O-]S(C(F)(F)F)(=O)=O.[O-]S(C(F)(F)F)(=O)=O. The catalyst is C(O)C.C(OCC)C. The product is [Cl:8][C:5]1[CH:4]=[C:3]2[C:2](=[CH:7][CH:6]=1)[N:1]=[C:18]([CH3:31])[C:19]([C:20]([O:22][C@@H:23]([C:25]1[CH:30]=[CH:29][CH:28]=[CH:27][CH:26]=1)[CH3:24])=[O:21])=[C:9]2[C:11]1[CH:16]=[CH:15][CH:14]=[CH:13][CH:12]=1.